From a dataset of Reaction yield outcomes from USPTO patents with 853,638 reactions. Predict the reaction yield, written as a fraction of the theoretical maximum amount of product (1.0 means a 100% yield; for example, 0.34 means a 34% yield). The reactants are [CH2:1]([O:3][C:4](=N)[CH2:5][CH2:6][CH2:7][O:8][C@H:9]1[CH2:14][CH2:13][C@H:12]([N:15]([CH3:29])[S:16]([C:19]2[CH:24]=[CH:23][C:22]([C:25]([F:28])([F:27])[F:26])=[CH:21][CH:20]=2)(=[O:18])=[O:17])[CH2:11][CH2:10]1)[CH3:2].CC[O:33]C(C)=O. The catalyst is O. The product is [CH2:1]([O:3][C:4](=[O:33])[CH2:5][CH2:6][CH2:7][O:8][C@H:9]1[CH2:14][CH2:13][C@H:12]([N:15]([CH3:29])[S:16]([C:19]2[CH:24]=[CH:23][C:22]([C:25]([F:28])([F:27])[F:26])=[CH:21][CH:20]=2)(=[O:18])=[O:17])[CH2:11][CH2:10]1)[CH3:2]. The yield is 0.890.